Predict the product of the given reaction. From a dataset of Forward reaction prediction with 1.9M reactions from USPTO patents (1976-2016). (1) Given the reactants C(O[C:4]([C:6]1[CH:7]=[N:8][C:9]2[C:14]([C:15]=1[NH:16][CH:17]1[CH2:21][CH2:20][CH2:19][CH2:18]1)=[CH:13][CH:12]=[CH:11][C:10]=2[O:22][CH3:23])=[O:5])C.[N:24]([C:27]1[CH:28]=[C:29]([CH:32]=[CH:33][CH:34]=1)[C:30]#[N:31])=[C:25]=[O:26], predict the reaction product. The product is: [CH:17]1([N:16]2[C:15]3[C:14]4[CH:13]=[CH:12][CH:11]=[C:10]([O:22][CH3:23])[C:9]=4[N:8]=[CH:7][C:6]=3[C:4](=[O:5])[N:24]([C:27]3[CH:28]=[C:29]([CH:32]=[CH:33][CH:34]=3)[C:30]#[N:31])[C:25]2=[O:26])[CH2:18][CH2:19][CH2:20][CH2:21]1. (2) Given the reactants [NH2:1][C@@H:2]([C:6]1[CH:11]=[CH:10][C:9]([Cl:12])=[C:8]([Cl:13])[CH:7]=1)[CH2:3][CH2:4][OH:5].C(Cl)Cl.[CH3:17][C:18]([Si:21](Cl)([CH3:23])[CH3:22])([CH3:20])[CH3:19], predict the reaction product. The product is: [Si:21]([O:5][CH2:4][CH2:3][C@H:2]([C:6]1[CH:11]=[CH:10][C:9]([Cl:12])=[C:8]([Cl:13])[CH:7]=1)[NH2:1])([C:18]([CH3:20])([CH3:19])[CH3:17])([CH3:23])[CH3:22]. (3) Given the reactants Cl[C:2]1[N:7]=[C:6]([C:8]2[S:12][C:11]([C:13]([CH3:16])([CH3:15])[CH3:14])=[N:10][C:9]=2[C:17]2[C:18]([F:35])=[C:19]([NH:23][S:24]([C:27]3[CH:32]=[C:31]([F:33])[CH:30]=[CH:29][C:28]=3[F:34])(=[O:26])=[O:25])[CH:20]=[CH:21][CH:22]=2)[CH:5]=[CH:4][N:3]=1.[NH2:36][CH2:37][CH2:38][N:39]1[CH2:43][CH2:42][CH2:41][C:40]1=[O:44].CCN(C(C)C)C(C)C, predict the reaction product. The product is: [CH3:14][C:13]([C:11]1[S:12][C:8]([C:6]2[CH:5]=[CH:4][N:3]=[C:2]([NH:36][CH2:37][CH2:38][N:39]3[CH2:43][CH2:42][CH2:41][C:40]3=[O:44])[N:7]=2)=[C:9]([C:17]2[C:18]([F:35])=[C:19]([NH:23][S:24]([C:27]3[CH:32]=[C:31]([F:33])[CH:30]=[CH:29][C:28]=3[F:34])(=[O:26])=[O:25])[CH:20]=[CH:21][CH:22]=2)[N:10]=1)([CH3:16])[CH3:15]. (4) Given the reactants [Cl:1][C:2]1[N:7]=[C:6]([C:8]2[C:16]3[C:11](=[CH:12][CH:13]=[C:14]([C:17]4[O:21][C:20]([NH:22]CC5C=CC(OC)=CC=5)=[N:19][N:18]=4)[CH:15]=3)[N:10]([S:32]([C:35]3[CH:41]=[CH:40][C:38]([CH3:39])=[CH:37][CH:36]=3)(=[O:34])=[O:33])[CH:9]=2)[CH:5]=[N:4][CH:3]=1.C(O)(C(F)(F)F)=O, predict the reaction product. The product is: [Cl:1][C:2]1[N:7]=[C:6]([C:8]2[C:16]3[C:11](=[CH:12][CH:13]=[C:14]([C:17]4[O:21][C:20]([NH2:22])=[N:19][N:18]=4)[CH:15]=3)[N:10]([S:32]([C:35]3[CH:41]=[CH:40][C:38]([CH3:39])=[CH:37][CH:36]=3)(=[O:34])=[O:33])[CH:9]=2)[CH:5]=[N:4][CH:3]=1. (5) Given the reactants [CH2:1]([N:3]([CH2:18][CH3:19])[CH2:4][CH2:5][O:6][C:7]1[CH:12]=[CH:11][C:10]([CH:13]([NH2:17])[CH2:14][CH2:15][CH3:16])=[CH:9][CH:8]=1)[CH3:2].N1(CCOC2C=CC(C(=O)CCC)=CC=2)CCCC1, predict the reaction product. The product is: [N:3]1([CH2:4][CH2:5][O:6][C:7]2[CH:8]=[CH:9][C:10]([CH:13]([NH2:17])[CH2:14][CH2:15][CH3:16])=[CH:11][CH:12]=2)[CH2:1][CH2:2][CH2:19][CH2:18]1.